This data is from Forward reaction prediction with 1.9M reactions from USPTO patents (1976-2016). The task is: Predict the product of the given reaction. (1) Given the reactants [NH:1]1[C:9]2[C:4](=[CH:5][C:6]([NH:10][CH:11]3[CH2:16][CH2:15][C:14](=O)[CH2:13][CH2:12]3)=[CH:7][CH:8]=2)[CH:3]=[N:2]1.[CH2:18]([NH2:23])[CH2:19][CH2:20][CH2:21][CH3:22].C(O[BH-](OC(=O)C)OC(=O)C)(=O)C.[Na+].Cl.CO, predict the reaction product. The product is: [NH:1]1[C:9]2[C:4](=[CH:5][C:6]([NH:10][CH:11]3[CH2:16][CH2:15][CH:14]([NH:23][CH2:18][CH2:19][CH2:20][CH2:21][CH3:22])[CH2:13][CH2:12]3)=[CH:7][CH:8]=2)[CH:3]=[N:2]1. (2) Given the reactants [CH3:1][O:2][C:3](=[O:27])[C:4]1[CH:9]=[C:8]([O:10][CH3:11])[CH:7]=[CH:6][C:5]=1[NH:12][C:13]1[N:17]([C:18]2[CH:23]=[CH:22][CH:21]=[CH:20][C:19]=2[CH3:24])[N:16]=[C:15]([CH3:25])[C:14]=1Br.CC1(C)C(C)(C)OB([C:36]2[CH:37]=[CH:38][C:39]3[S:43][CH:42]=[N:41][C:40]=3[CH:44]=2)O1.C(=O)([O-])[O-].[Na+].[Na+].O, predict the reaction product. The product is: [CH3:1][O:2][C:3](=[O:27])[C:4]1[CH:9]=[C:8]([O:10][CH3:11])[CH:7]=[CH:6][C:5]=1[NH:12][C:13]1[N:17]([C:18]2[CH:23]=[CH:22][CH:21]=[CH:20][C:19]=2[CH3:24])[N:16]=[C:15]([CH3:25])[C:14]=1[C:36]1[CH:37]=[CH:38][C:39]2[S:43][CH:42]=[N:41][C:40]=2[CH:44]=1. (3) Given the reactants [C:1]1([C:3](=[CH:5][CH:6]=[CH:7][CH:8]=1)[OH:4])[OH:2].[Si:9].C(CC(=O)C)(=O)C, predict the reaction product. The product is: [C:1]1([C:3](=[CH:5][CH:6]=[CH:7][CH:8]=1)[O-:4])[O-:2].[Si+4:9].[C:1]1([C:3](=[CH:5][CH:6]=[CH:7][CH:8]=1)[O-:4])[O-:2].